Dataset: Full USPTO retrosynthesis dataset with 1.9M reactions from patents (1976-2016). Task: Predict the reactants needed to synthesize the given product. (1) Given the product [Cl:1][C:2]1[CH:3]=[C:4]([C:8]#[C:9][C:10]2[CH:14]3[CH2:15][CH2:16][N:17]([C:30]([NH:29][CH:28]([CH2:27][CH3:32])[CH2:18][CH3:19])=[O:31])[CH:13]3[O:12][N:11]=2)[CH:5]=[CH:6][CH:7]=1, predict the reactants needed to synthesize it. The reactants are: [Cl:1][C:2]1[CH:3]=[C:4]([C:8]#[C:9][C:10]2[NH:11][O:12][CH:13]3[NH:17][CH2:16][CH2:15][C:14]=23)[CH:5]=[CH:6][CH:7]=1.[CH2:18](N(CC)CC)[CH3:19].C([CH:27]([CH3:32])[CH2:28][N:29]=[C:30]=[O:31])C.O. (2) Given the product [Br:7][C:8]1[C:9]([F:33])=[CH:10][C:11]([CH3:32])=[C:12]([C:14]2[C:15](=[O:16])[NH:17][C:18]3([CH2:23][CH2:22][CH:21]([C:24]([F:25])([F:27])[F:26])[CH2:20][CH2:19]3)[C:28]=2[OH:29])[CH:13]=1, predict the reactants needed to synthesize it. The reactants are: CC(C)([O-])C.[K+].[Br:7][C:8]1[C:9]([F:33])=[CH:10][C:11]([CH3:32])=[C:12]([CH2:14][C:15]([NH:17][C:18]2([C:28](OC)=[O:29])[CH2:23][CH2:22][CH:21]([C:24]([F:27])([F:26])[F:25])[CH2:20][CH2:19]2)=[O:16])[CH:13]=1.Cl. (3) Given the product [C:17]([N:20]1[C:29]2[C:24](=[CH:25][C:26]([O:39][CH3:40])=[C:27]([CH2:30][CH2:31][N:32]3[CH2:37][CH2:36][CH:35]([N:1]4[C:2]5[C:10](=[CH:9][CH:8]=[C:4]([C:5]([NH2:7])=[O:6])[CH:3]=5)[CH:11]=[CH:12]4)[CH2:34][CH2:33]3)[CH:28]=2)[CH2:23][CH2:22][CH2:21]1)(=[O:19])[CH3:18], predict the reactants needed to synthesize it. The reactants are: [NH2:1][C:2]1[CH:3]=[C:4]([CH:8]=[CH:9][C:10]=1[CH2:11][CH:12](OC)OC)[C:5]([NH2:7])=[O:6].[C:17]([N:20]1[C:29]2[C:24](=[CH:25][C:26]([O:39][CH3:40])=[C:27]([CH2:30][CH2:31][N:32]3[CH2:37][CH2:36][C:35](=O)[CH2:34][CH2:33]3)[CH:28]=2)[CH2:23][CH2:22][CH2:21]1)(=[O:19])[CH3:18].S([O-])([O-])(=O)=O.[Na+].[Na+].C(O[BH-](OC(=O)C)OC(=O)C)(=O)C.[Na+]. (4) The reactants are: [N+:1]([C:4]1[CH:17]=[CH:16][C:7]([O:8][C:9]2[CH:14]=[CH:13][N:12]=[C:11]([NH2:15])[CH:10]=2)=[CH:6][CH:5]=1)([O-:3])=[O:2].CCN(C(C)C)C(C)C.[CH3:27][O:28][CH2:29][C:30](Cl)=[O:31]. Given the product [CH3:27][O:28][CH2:29][C:30]([NH:15][C:11]1[CH:10]=[C:9]([O:8][C:7]2[CH:16]=[CH:17][C:4]([N+:1]([O-:3])=[O:2])=[CH:5][CH:6]=2)[CH:14]=[CH:13][N:12]=1)=[O:31], predict the reactants needed to synthesize it. (5) Given the product [NH2:1][C:4]1[CH:5]=[C:6]([CH:22]=[CH:23][C:24]=1[NH2:25])[CH2:7][N:8]1[C:12]2[CH:13]=[C:14]([C:17]([O:19][CH3:20])=[O:18])[CH:15]=[CH:16][C:11]=2[O:10][C:9]1=[O:21], predict the reactants needed to synthesize it. The reactants are: [N+:1]([C:4]1[CH:5]=[C:6]([CH:22]=[CH:23][C:24]=1[N+:25]([O-])=O)[CH2:7][N:8]1[C:12]2[CH:13]=[C:14]([C:17]([O:19][CH3:20])=[O:18])[CH:15]=[CH:16][C:11]=2[O:10][C:9]1=[O:21])([O-])=O. (6) Given the product [Cl:14][C:15]1[CH:16]=[CH:17][C:18]([C:19]([NH:21][C:22]2[CH:27]=[CH:26][C:25]([N:28]3[CH:32]=[C:31]([CH3:33])[N:30]=[CH:29]3)=[C:24]([C:34]([F:36])([F:35])[F:37])[CH:23]=2)=[O:20])=[CH:38][C:39]=1[C:13]#[C:12][C:9]1[N:8]=[N:7][C:6]([NH:5][CH:1]2[CH2:4][CH2:3][CH2:2]2)=[CH:11][CH:10]=1, predict the reactants needed to synthesize it. The reactants are: [CH:1]1([NH:5][C:6]2[N:7]=[N:8][C:9]([C:12]#[CH:13])=[CH:10][CH:11]=2)[CH2:4][CH2:3][CH2:2]1.[Cl:14][C:15]1[CH:39]=[CH:38][C:18]([C:19]([NH:21][C:22]2[CH:27]=[CH:26][C:25]([N:28]3[CH:32]=[C:31]([CH3:33])[N:30]=[CH:29]3)=[C:24]([C:34]([F:37])([F:36])[F:35])[CH:23]=2)=[O:20])=[CH:17][C:16]=1I. (7) Given the product [Cl:17][C:15]1[CH:14]=[C:13]([C:2]#[C:1][C:3]2[CH:4]=[N:5][CH:6]=[CH:7][CH:8]=2)[C:11]([NH2:12])=[C:10]([F:9])[CH:16]=1, predict the reactants needed to synthesize it. The reactants are: [C:1]([C:3]1[CH:4]=[N:5][CH:6]=[CH:7][CH:8]=1)#[CH:2].[F:9][C:10]1[CH:16]=[C:15]([Cl:17])[CH:14]=[C:13](I)[C:11]=1[NH2:12].